From a dataset of Forward reaction prediction with 1.9M reactions from USPTO patents (1976-2016). Predict the product of the given reaction. (1) Given the reactants [ClH:1].[CH3:2][O:3][C:4]1[CH:5]=[C:6]([NH:19]C(=O)OC(C)(C)C)[CH:7]=[C:8]([O:10][CH2:11][CH2:12][N:13]2[CH2:18][CH2:17][O:16][CH2:15][CH2:14]2)[CH:9]=1, predict the reaction product. The product is: [ClH:1].[CH3:2][O:3][C:4]1[CH:5]=[C:6]([CH:7]=[C:8]([O:10][CH2:11][CH2:12][N:13]2[CH2:18][CH2:17][O:16][CH2:15][CH2:14]2)[CH:9]=1)[NH2:19]. (2) Given the reactants [CH3:1][O:2][C:3]1[CH:8]=[C:7]([N+:9]([O-])=O)[CH:6]=[CH:5][C:4]=1[OH:12].[C:21](O[C:21]([O:23][C:24]([CH3:27])([CH3:26])[CH3:25])=[O:22])([O:23][C:24]([CH3:27])([CH3:26])[CH3:25])=[O:22].Cl[C:29]1[CH:34]=[CH:33][C:32]([N+:35]([O-:37])=[O:36])=[CH:31][N:30]=1.C(=O)([O-])[O-].[K+].[K+], predict the reaction product. The product is: [CH3:1][O:2][C:3]1[CH:8]=[C:7]([NH:9][C:21](=[O:22])[O:23][C:24]([CH3:25])([CH3:26])[CH3:27])[CH:6]=[CH:5][C:4]=1[O:12][C:29]1[CH:34]=[CH:33][C:32]([N+:35]([O-:37])=[O:36])=[CH:31][N:30]=1. (3) Given the reactants [C:1]1([CH3:18])[CH:6]=[CH:5][C:4]([S:7]([N:10]2[CH:14]=[C:13]([CH2:15][CH2:16][NH2:17])[N:12]=[CH:11]2)(=[O:9])=[O:8])=[CH:3][CH:2]=1.[CH3:19][C:20]1[C:21]([CH:27]=O)=[N:22][CH:23]=[C:24]([CH3:26])[CH:25]=1.[BH-](OC(C)=O)(OC(C)=O)OC(C)=O.[Na+], predict the reaction product. The product is: [CH3:19][C:20]1[C:21]([CH2:27][NH:17][CH2:16][CH2:15][C:13]2[N:12]=[CH:11][N:10]([S:7]([C:4]3[CH:3]=[CH:2][C:1]([CH3:18])=[CH:6][CH:5]=3)(=[O:9])=[O:8])[CH:14]=2)=[N:22][CH:23]=[C:24]([CH3:26])[CH:25]=1. (4) Given the reactants [CH:1]12[O:8][CH:5]([CH2:6][CH2:7]1)[CH2:4][N:3]([C:9]1[N:14]=[C:13]([N:15]3[CH2:20][CH2:19][C:18](=O)[CH2:17][CH2:16]3)[N:12]=[C:11]([C:22]3[CH:27]=[CH:26][C:25]([NH:28][C:29]([NH:31][C:32]4[CH:37]=[CH:36][N:35]=[CH:34][CH:33]=4)=[O:30])=[CH:24][CH:23]=3)[N:10]=1)[CH2:2]2.C(O)(C(F)(F)F)=O.[CH2:45]([NH2:52])[C:46]1[CH:51]=[CH:50][CH:49]=[CH:48][CH:47]=1.C(O)(=O)C.C(O[BH-](OC(=O)C)OC(=O)C)(=O)C.[Na+], predict the reaction product. The product is: [CH2:45]([NH:52][CH:18]1[CH2:17][CH2:16][N:15]([C:13]2[N:14]=[C:9]([N:3]3[CH2:2][CH:1]4[O:8][CH:5]([CH2:6][CH2:7]4)[CH2:4]3)[N:10]=[C:11]([C:22]3[CH:23]=[CH:24][C:25]([NH:28][C:29]([NH:31][C:32]4[CH:33]=[CH:34][N:35]=[CH:36][CH:37]=4)=[O:30])=[CH:26][CH:27]=3)[N:12]=2)[CH2:20][CH2:19]1)[C:46]1[CH:51]=[CH:50][CH:49]=[CH:48][CH:47]=1. (5) Given the reactants [Br:1][C:2]1[C:7](=[O:8])[N:6]([CH:9]2[CH2:12][CH2:11][CH:10]2CC(O)=O)[N:5]=[CH:4][C:3]=1[NH:17][C@@H:18]1[CH2:23][C@@H:22]2[CH2:24][C@@H:20]([C:21]2([CH3:26])[CH3:25])[C@H:19]1[CH3:27].Cl.CN(C)CCCN=C=NCC.C(N(CC)CC)C.[N:47]1[CH:52]=[CH:51][C:50]([CH2:53][NH2:54])=[CH:49][CH:48]=1.CN(C)[CH:57]=[O:58], predict the reaction product. The product is: [Br:1][C:2]1[C:7](=[O:8])[N:6]([C:9]2([C:57]([NH:54][CH2:53][C:50]3[CH:51]=[CH:52][N:47]=[CH:48][CH:49]=3)=[O:58])[CH2:12][CH2:11][CH2:10]2)[N:5]=[CH:4][C:3]=1[NH:17][C@@H:18]1[CH2:23][C@@H:22]2[CH2:24][C@@H:20]([C:21]2([CH3:25])[CH3:26])[C@H:19]1[CH3:27]. (6) Given the reactants [CH:1]1([CH2:7][C@@H:8]([NH:20]C(=O)OC(C)(C)C)[C:9]([NH:11][C:12]2[C:17](Br)=[N:16][C:15](Br)=[CH:14][N:13]=2)=[O:10])[CH2:6][CH2:5][CH2:4][CH2:3][CH2:2]1.C(OC(N[C@H]([CH2:40][CH:41]1[CH2:46][CH2:45][CH2:44][CH2:43][CH2:42]1)C(O)=O)=O)(C)(C)C.[C:47]([N:54]1C=CN=C1)([N:49]1C=CN=C1)=O.BrC1C(N)=[N:62]C=C(Br)N=1.C(N(C(C)C)CC)(C)C, predict the reaction product. The product is: [N:49]1[N:62]=[C:40]([C:41]2[CH:42]=[CH:43][C:44]([C:15]3[N:16]=[C:17]4[NH:20][C@H:8]([CH2:7][CH:1]5[CH2:2][CH2:3][CH2:4][CH2:5][CH2:6]5)[C:9](=[O:10])[NH:11][C:12]4=[N:13][CH:14]=3)=[CH:45][CH:46]=2)[NH:54][CH:47]=1.